Predict the reaction yield, written as a fraction of the theoretical maximum amount of product (1.0 means a 100% yield; for example, 0.34 means a 34% yield). From a dataset of Reaction yield outcomes from USPTO patents with 853,638 reactions. (1) The reactants are C(O[CH:4](OCC)[CH2:5][N:6]1[C:14]2[CH2:13][CH2:12][CH2:11][CH2:10][C:9]=2[CH:8]=[C:7]1[C:15]([NH2:17])=[O:16])C.C(=O)([O-])[O-].[Na+].[Na+]. The catalyst is C(O)(=O)C. The product is [C:15]1(=[O:16])[C:7]2=[CH:8][C:9]3[CH2:10][CH2:11][CH2:12][CH2:13][C:14]=3[N:6]2[CH:5]=[CH:4][NH:17]1. The yield is 0.880. (2) The reactants are [Br:1][C:2]1[CH:3]=[C:4]2[N:10]([CH2:11][CH:12]3[CH2:17][CH2:16][C:15]([F:19])([F:18])[CH2:14][CH2:13]3)[CH:9]=[CH:8][C:5]2=[N:6][CH:7]=1.[I:20]N1C(=O)CCC1=O. The catalyst is CN(C)C=O. The product is [Br:1][C:2]1[CH:3]=[C:4]2[N:10]([CH2:11][CH:12]3[CH2:13][CH2:14][C:15]([F:18])([F:19])[CH2:16][CH2:17]3)[CH:9]=[C:8]([I:20])[C:5]2=[N:6][CH:7]=1. The yield is 0.977. (3) The reactants are [Br:1][C:2]1[CH:3]=[C:4]([CH:9]([CH:11]2[NH:16][CH2:15][CH:14]=[CH:13][NH:12]2)[OH:10])[CH:5]=[CH:6][C:7]=1[F:8]. The catalyst is C(Cl)Cl.[O-2].[O-2].[Mn+4]. The product is [Br:1][C:2]1[CH:3]=[C:4]([CH:5]=[CH:6][C:7]=1[F:8])[C:9]([CH:11]1[NH:16][CH2:15][CH2:14][CH:13]=[N:12]1)=[O:10]. The yield is 0.810.